The task is: Predict the reaction yield, written as a fraction of the theoretical maximum amount of product (1.0 means a 100% yield; for example, 0.34 means a 34% yield).. This data is from Reaction yield outcomes from USPTO patents with 853,638 reactions. The catalyst is CCO. The product is [F:12][C:4]1[CH:5]=[C:6]([S:8]([CH3:11])(=[O:9])=[O:10])[CH:7]=[C:2]([F:1])[C:3]=1[NH:13][C@H:14]1[CH2:18][CH2:17][N:16]([CH:19]2[CH2:24][CH2:23][N:22]([C:25](=[NH:26])[NH:28][OH:29])[CH2:21][CH2:20]2)[C:15]1=[O:27]. The reactants are [F:1][C:2]1[CH:7]=[C:6]([S:8]([CH3:11])(=[O:10])=[O:9])[CH:5]=[C:4]([F:12])[C:3]=1[NH:13][C@H:14]1[CH2:18][CH2:17][N:16]([CH:19]2[CH2:24][CH2:23][N:22]([C:25]#[N:26])[CH2:21][CH2:20]2)[C:15]1=[O:27].[NH2:28][OH:29]. The yield is 0.980.